This data is from Reaction yield outcomes from USPTO patents with 853,638 reactions. The task is: Predict the reaction yield, written as a fraction of the theoretical maximum amount of product (1.0 means a 100% yield; for example, 0.34 means a 34% yield). (1) The product is [OH:11][CH2:10][CH2:9][N:1]1[CH:5]=[C:4]([CH:6]=[O:7])[CH:3]=[N:2]1. The catalyst is C(#N)C. The yield is 0.970. The reactants are [NH:1]1[CH:5]=[C:4]([CH:6]=[O:7])[CH:3]=[N:2]1.Br[CH2:9][CH2:10][OH:11].C(=O)([O-])[O-].[K+].[K+]. (2) The reactants are [CH3:1][C:2]1[CH:3]=[C:4]([C:8]([C:10]2[CH:11]=[N:12][CH:13]=[CH:14][C:15]=2[CH3:16])=O)[O:5][C:6]=1[CH3:7].[NH3:17]. The catalyst is CO. The product is [CH3:1][C:2]1[CH:3]=[C:4]([OH:5])[C:8]([C:10]2[CH:11]=[N:12][CH:13]=[CH:14][C:15]=2[CH3:16])=[N:17][C:6]=1[CH3:7]. The yield is 0.200. (3) The reactants are [CH2:1]([C:4]1([CH2:30][CH:31]=[CH2:32])[C:28](=[O:29])[N:7]2[CH2:8][CH2:9][N:10](C(OC(C)(C)C)=O)[C@H:11]([C:12]3[CH:17]=[CH:16][C:15]([O:18][CH3:19])=[CH:14][C:13]=3[CH3:20])[C@@H:6]2[CH2:5]1)[CH:2]=[CH2:3].Cl.CO.[OH-].[Na+]. The catalyst is CO. The product is [CH2:30]([C:4]1([CH2:1][CH:2]=[CH2:3])[C:28](=[O:29])[N:7]2[CH2:8][CH2:9][NH:10][C@@H:11]([C:12]3[CH:17]=[CH:16][C:15]([O:18][CH3:19])=[CH:14][C:13]=3[CH3:20])[C@@H:6]2[CH2:5]1)[CH:31]=[CH2:32]. The yield is 0.950. (4) The reactants are [Cl-].O[NH3+:3].[C:4](=[O:7])([O-])[OH:5].[Na+].CS(C)=O.[O:13]=[C:14]1[C:19]([CH2:20][C:21]2[CH:26]=[CH:25][C:24]([C:27]3[C:28]([C:33]#[N:34])=[CH:29][CH:30]=[CH:31][CH:32]=3)=[CH:23][CH:22]=2)=[C:18]([CH2:35][CH2:36][CH3:37])[N:17]2[N:38]=[CH:39][CH:40]=[C:16]2[N:15]1[C@H:41]1[CH2:46][CH2:45][C@H:44]([O:47][CH2:48][CH:49]([OH:54])[C:50]([F:53])([F:52])[F:51])[CH2:43][CH2:42]1. The catalyst is C(OCC)(=O)C. The product is [O:7]=[C:4]1[O:5][N:3]=[C:33]([C:28]2[CH:29]=[CH:30][CH:31]=[CH:32][C:27]=2[C:24]2[CH:25]=[CH:26][C:21]([CH2:20][C:19]3[C:14](=[O:13])[N:15]([C@H:41]4[CH2:46][CH2:45][C@H:44]([O:47][CH2:48][CH:49]([OH:54])[C:50]([F:53])([F:52])[F:51])[CH2:43][CH2:42]4)[C:16]4[N:17]([N:38]=[CH:39][CH:40]=4)[C:18]=3[CH2:35][CH2:36][CH3:37])=[CH:22][CH:23]=2)[NH:34]1. The yield is 0.720. (5) The reactants are Cl[CH2:2][C:3]1[CH:12]=[CH:11][C:6]2[O:7][CH2:8][CH2:9][O:10][C:5]=2[CH:4]=1.[C-:13]#[N:14].[Na+].O. The product is [O:7]1[CH2:8][CH2:9][O:10][C:5]2[CH:4]=[C:3]([CH2:2][C:13]#[N:14])[CH:12]=[CH:11][C:6]1=2. The catalyst is CS(C)=O. The yield is 0.860. (6) The reactants are [Si]([O:18][C@@H:19]1[CH2:35][C:34]2[C@@:22]([CH3:48])([CH:23]3[CH:31]([CH2:32][CH:33]=2)[CH:30]2[C@@:26]([CH3:47])([C@@H:27]([N:36]4[CH:40]=[C:39]([C:41]5[CH:46]=[CH:45][CH:44]=[CH:43][CH:42]=5)[N:38]=[N:37]4)[CH2:28][CH2:29]2)[CH2:25][CH2:24]3)[CH2:21][CH2:20]1)(C(C)(C)C)(C1C=CC=CC=1)C1C=CC=CC=1. The catalyst is Cl.CO. The product is [CH3:48][C@:22]12[CH2:21][CH2:20][C@H:19]([OH:18])[CH2:35][C:34]1=[CH:33][CH2:32][CH:31]1[CH:23]2[CH2:24][CH2:25][C@@:26]2([CH3:47])[CH:30]1[CH2:29][CH2:28][C@@H:27]2[N:36]1[CH:40]=[C:39]([C:41]2[CH:42]=[CH:43][CH:44]=[CH:45][CH:46]=2)[N:38]=[N:37]1. The yield is 0.650.